From a dataset of Catalyst prediction with 721,799 reactions and 888 catalyst types from USPTO. Predict which catalyst facilitates the given reaction. (1) Reactant: [Cl:1][C:2]1[CH:3]=[C:4]([C:9]2([C:26]([F:29])([F:28])[F:27])[O:13][N:12]=[C:11]([C:14]3[N:15]4[C:19]([C:20]([C:23]([OH:25])=O)=[CH:21][CH:22]=3)=[CH:18][CH:17]=[CH:16]4)[CH2:10]2)[CH:5]=[C:6]([Cl:8])[CH:7]=1.CCN(C(C)C)C(C)C.CN(C(ON1N=NC2C=CC=NC1=2)=[N+](C)C)C.F[P-](F)(F)(F)(F)F.Cl.[NH2:64][CH2:65][C:66]1[CH:67]=[CH:68][C:69]2[C:73]([CH2:76][F:77])([CH2:74][F:75])[O:72][B:71]([OH:78])[C:70]=2[CH:79]=1. Product: [F:77][CH2:76][C:73]1([CH2:74][F:75])[O:72][B:71]([OH:78])[C:70]2[CH:79]=[C:66]([CH2:65][NH:64][C:23]([C:20]3[C:19]4[N:15]([CH:16]=[CH:17][CH:18]=4)[C:14]([C:11]4[CH2:10][C:9]([C:4]5[CH:3]=[C:2]([Cl:1])[CH:7]=[C:6]([Cl:8])[CH:5]=5)([C:26]([F:29])([F:27])[F:28])[O:13][N:12]=4)=[CH:22][CH:21]=3)=[O:25])[CH:67]=[CH:68][C:69]1=2. The catalyst class is: 3. (2) Reactant: [NH2:1][C:2]1[CH:10]=[C:9]([Br:11])[CH:8]=[CH:7][C:3]=1[C:4]([OH:6])=[O:5].C[Si](Cl)(C)C.N1C=CC=CC=1.[C:23]1([S:29](Cl)(=[O:31])=[O:30])[CH:28]=[CH:27][CH:26]=[CH:25][CH:24]=1.Cl. Product: [Br:11][C:9]1[CH:8]=[CH:7][C:3]([C:4]([OH:6])=[O:5])=[C:2]([NH:1][S:29]([C:23]2[CH:28]=[CH:27][CH:26]=[CH:25][CH:24]=2)(=[O:31])=[O:30])[CH:10]=1. The catalyst class is: 4.